Dataset: Forward reaction prediction with 1.9M reactions from USPTO patents (1976-2016). Task: Predict the product of the given reaction. Given the reactants [CH2:1]([C:3]1[C:8](=[O:9])[NH:7][C:6]([CH3:10])=[C:5]([C:11]2[CH:16]=[CH:15][CH:14]=[C:13]([C:17]([OH:19])=O)[N:12]=2)[CH:4]=1)[CH3:2].[CH2:20]([NH2:24])[CH2:21][CH2:22][CH3:23], predict the reaction product. The product is: [CH2:20]([NH:24][C:17]([C:13]1[N:12]=[C:11]([C:5]2[CH:4]=[C:3]([CH2:1][CH3:2])[C:8](=[O:9])[NH:7][C:6]=2[CH3:10])[CH:16]=[CH:15][CH:14]=1)=[O:19])[CH2:21][CH2:22][CH3:23].